From a dataset of Experimentally validated miRNA-target interactions with 360,000+ pairs, plus equal number of negative samples. Binary Classification. Given a miRNA mature sequence and a target amino acid sequence, predict their likelihood of interaction. (1) The miRNA is hsa-miR-5090 with sequence CCGGGGCAGAUUGGUGUAGGGUG. The protein sequence of the target gene is MGSHPTPGLQRTTSAGYRLPPTRPPASVSPAARGGPMASRGLAGGCQAPQALKAQRVAQGAACDGVQQDQLWRELLEAERRGQQRWIQNWSFLKDYDPMGNKKEPEKLPDHVPLFSDTVPSSTNQVVGSRLDTPLGQTLIRMDFFFTEGARKKKLEDQMQPI. Result: 0 (no interaction). (2) The miRNA is hsa-miR-552-3p with sequence AACAGGUGACUGGUUAGACAA. The protein sequence of the target gene is MALCYGTFWGYPKMLEAANLMEGLVDIGPWVTLPRGQPEVLEWGLPKDQDSVAFEDVAVNFTHEEWALLGPSQKNLYRDVMRETIRNLNCIGMKWENQNIDDQHQNLRRNPRCDVVERFGKSKDGSQCGETLSQIRNSIVNKNTPARVDACGSSVNGEVIMGHSSLNCYIRVDTGHKHRECHEYAEKSYTHKQCGKGLSYRHSFQTCERPHTGKKPYDCKECGKTFSSPGNLRRHMVVKGGDGPYKCELCGKAFFWPSLLRMHERTHTGEKPYECKQCSKAFPVYSSYLRHEKIHTGEKP.... Result: 1 (interaction). (3) Result: 1 (interaction). The miRNA is hsa-miR-526b-5p with sequence CUCUUGAGGGAAGCACUUUCUGU. The protein sequence of the target gene is MALPFQKELEKYKNIDEDELLGKLSEEELKQLENVLDDLDPESAMLPAGFRQKDQTQKAATGPFDREHLLMYLEKEALEQKDREDFVPFTGEKKGRVFIPKEKPIETRKEEKVTLDPELEEALASASDTELYDLAAVLGVHNLLNNPKFDEETANNKGGKGPVRNVVKGEKVKPVFEEPPNPTNVEISLQQMKANDPSLQEVNLNNIKNIPIPTLREFAKALETNTHVKKFSLAATRSNDPVAIAFADMLKVNKTLTSLNIESNFITGTGILALVEALKENDTLTEIKIDNQRQQLGTAV.... (4) The miRNA is hsa-miR-657 with sequence GGCAGGUUCUCACCCUCUCUAGG. The protein sequence of the target gene is MAAGPISERNQDATVYVGGLDEKVSEPLLWELFLQAGPVVNTHMPKDRVTGQHQGYGFVEFLSEEDADYAIKIMNMIKLYGKPIRVNKASAHNKNLDVGANIFIGNLDPEIDEKLLYDTFSAFGVILQTPKIMRDPDTGNSKGYAFINFASFDASDAAIEAMNGQYLCNRPITVSYAFKKDSKGERHGSAAERLLAAQNPLSQADRPHQLFADAPPPPSAPNPVVSSLGSGLPPPGMPPPGSFPPPVPPPGALPPGIPPAMPPPPMPPGAAGHGPPSAGTPGAGHPGHGHSHPHPFPPGG.... Result: 0 (no interaction).